From a dataset of Forward reaction prediction with 1.9M reactions from USPTO patents (1976-2016). Predict the product of the given reaction. (1) The product is: [C:23]([C:2]1[CH:3]=[C:4]([C:12]2[CH:17]=[CH:16][CH:15]=[CH:14][C:13]=2[C:18]([F:21])([F:20])[F:19])[CH:5]=[C:6]([N+:9]([O-:11])=[O:10])[C:7]=1[NH2:8])#[N:25]. Given the reactants I[C:2]1[CH:3]=[C:4]([C:12]2[CH:17]=[CH:16][CH:15]=[CH:14][C:13]=2[C:18]([F:21])([F:20])[F:19])[CH:5]=[C:6]([N+:9]([O-:11])=[O:10])[C:7]=1[NH2:8].C[C:23]([N:25](C)C)=O, predict the reaction product. (2) Given the reactants C[O:2][C:3]1[CH:8]=[CH:7][C:6]([C:9]2[C:14]3[CH:15]=[CH:16][O:17][C:13]=3[C:12]([CH:18]=[O:19])=[CH:11][CH:10]=2)=[CH:5][CH:4]=1.B(Br)(Br)Br, predict the reaction product. The product is: [OH:2][C:3]1[CH:8]=[CH:7][C:6]([C:9]2[C:14]3[CH:15]=[CH:16][O:17][C:13]=3[C:12]([CH:18]=[O:19])=[CH:11][CH:10]=2)=[CH:5][CH:4]=1.